From a dataset of Full USPTO retrosynthesis dataset with 1.9M reactions from patents (1976-2016). Predict the reactants needed to synthesize the given product. (1) Given the product [CH2:1]([O:8][CH2:9][CH2:10][CH2:11][CH2:12][N:13]([CH2:14][CH2:15][CH3:16])[C:25]([C:24]1[CH:23]=[C:22]([CH:30]=[C:29]([CH3:31])[CH:28]=1)[C:20]([O:19][CH2:17][CH3:18])=[O:21])=[O:27])[C:2]1[CH:7]=[CH:6][CH:5]=[CH:4][CH:3]=1, predict the reactants needed to synthesize it. The reactants are: [CH2:1]([O:8][CH2:9][CH2:10][CH2:11][CH2:12][NH:13][CH2:14][CH2:15][CH3:16])[C:2]1[CH:7]=[CH:6][CH:5]=[CH:4][CH:3]=1.[CH2:17]([O:19][C:20]([C:22]1[CH:23]=[C:24]([CH:28]=[C:29]([CH3:31])[CH:30]=1)[C:25]([OH:27])=O)=[O:21])[CH3:18].C1C=CC2N(O)N=NC=2C=1.CN1CCOCC1.C(Cl)CCl. (2) The reactants are: [OH:1][C:2]1([C:11]2[S:15][C:14]3[CH:16]=[CH:17][CH:18]=[CH:19][C:13]=3[C:12]=2[CH3:20])[CH2:7][CH2:6][N:5](CC=C)[CH2:4][CH2:3]1. Given the product [OH:1][C:2]1([C:11]2[S:15][C:14]3[CH:16]=[CH:17][CH:18]=[CH:19][C:13]=3[C:12]=2[CH3:20])[CH2:3][CH2:4][NH:5][CH2:6][CH2:7]1, predict the reactants needed to synthesize it. (3) Given the product [NH2:3][C:4]1[N:9]=[C:8]([NH:10][CH2:11][CH2:12][CH2:13][N:14]2[CH:18]=[C:17]([C:19]3[CH:24]=[CH:23][C:22]([Cl:25])=[CH:21][C:20]=3[Cl:26])[CH:16]=[C:15]2[C:27]([OH:29])=[O:28])[CH:7]=[CH:6][C:5]=1[N+:37]([O-:39])=[O:38], predict the reactants needed to synthesize it. The reactants are: [OH-].[Li+].[NH2:3][C:4]1[N:9]=[C:8]([NH:10][CH2:11][CH2:12][CH2:13][N:14]2[CH:18]=[C:17]([C:19]3[CH:24]=[CH:23][C:22]([Cl:25])=[CH:21][C:20]=3[Cl:26])[CH:16]=[C:15]2[C:27]([O:29]CC2C=CC=CC=2)=[O:28])[CH:7]=[CH:6][C:5]=1[N+:37]([O-:39])=[O:38].Cl. (4) The reactants are: [Cl:1][C:2]1[CH:3]=[C:4]([N:8]2[C:13](=[O:14])[C:12](OS(C3C=CC(C)=CC=3)(=O)=O)=[C:11]([C:26]3[CH:31]=[CH:30][C:29]([S:32]([CH3:35])(=[O:34])=[O:33])=[CH:28][CH:27]=3)[CH:10]=[N:9]2)[CH:5]=[CH:6][CH:7]=1.[CH:36]1([Mg]Cl)[CH2:40][CH2:39][CH2:38][CH2:37]1.O. Given the product [Cl:1][C:2]1[CH:3]=[C:4]([N:8]2[C:13](=[O:14])[C:12]([CH:36]3[CH2:40][CH2:39][CH2:38][CH2:37]3)=[C:11]([C:26]3[CH:27]=[CH:28][C:29]([S:32]([CH3:35])(=[O:33])=[O:34])=[CH:30][CH:31]=3)[CH:10]=[N:9]2)[CH:5]=[CH:6][CH:7]=1, predict the reactants needed to synthesize it. (5) Given the product [CH2:15]([C:22]1[S:26][C:25]([NH:27][C:11](=[O:13])[CH2:10][CH2:9][C:8]([C:6]2[S:7][C:3]([CH2:1][CH3:2])=[CH:4][CH:5]=2)=[O:14])=[N:24][C:23]=1[C:28]1[CH:33]=[CH:32][CH:31]=[CH:30][CH:29]=1)[C:16]1[CH:17]=[CH:18][CH:19]=[CH:20][CH:21]=1, predict the reactants needed to synthesize it. The reactants are: [CH2:1]([C:3]1[S:7][C:6]([C:8](=[O:14])[CH2:9][CH2:10][C:11]([OH:13])=O)=[CH:5][CH:4]=1)[CH3:2].[CH2:15]([C:22]1[S:26][C:25]([NH2:27])=[N:24][C:23]=1[C:28]1[CH:33]=[CH:32][CH:31]=[CH:30][CH:29]=1)[C:16]1[CH:21]=[CH:20][CH:19]=[CH:18][CH:17]=1.CCN=C=NCCCN(C)C.C1C=CC2N(O)N=NC=2C=1. (6) Given the product [Cl-:46].[Cl-:46].[NH3+:28][CH2:27][C:26]1[CH:25]=[CH:24][C:23]([C:8]2[C:7]([C:1]3[CH:6]=[CH:5][CH:4]=[CH:3][CH:2]=3)=[CH:16][C:15]3[C:10](=[CH:11][CH:12]=[NH+:13][C:14]=3[C:17]3[CH:22]=[CH:21][CH:20]=[CH:19][CH:18]=3)[N:9]=2)=[CH:37][CH:36]=1, predict the reactants needed to synthesize it. The reactants are: [C:1]1([C:7]2[C:8]([C:23]3[CH:37]=[CH:36][C:26]([CH2:27][NH:28]C(=O)OC(C)(C)C)=[CH:25][CH:24]=3)=[N:9][C:10]3[C:15]([CH:16]=2)=[C:14]([C:17]2[CH:22]=[CH:21][CH:20]=[CH:19][CH:18]=2)[N:13]=[CH:12][CH:11]=3)[CH:6]=[CH:5][CH:4]=[CH:3][CH:2]=1.C(O)(C(F)(F)F)=O.C(Cl)[Cl:46].